Task: Predict the reaction yield, written as a fraction of the theoretical maximum amount of product (1.0 means a 100% yield; for example, 0.34 means a 34% yield).. Dataset: Reaction yield outcomes from USPTO patents with 853,638 reactions (1) The reactants are C(Cl)(=O)C(Cl)=O.[C:7]1([CH3:25])[CH:12]=[CH:11][C:10]([C:13]2[O:14][C:15]3[C:16](=[C:18]([C:22](O)=[O:23])[CH:19]=[CH:20][CH:21]=3)[N:17]=2)=[CH:9][CH:8]=1.O.[NH3:27]. The catalyst is ClCCl. The product is [C:7]1([CH3:25])[CH:12]=[CH:11][C:10]([C:13]2[O:14][C:15]3[C:16](=[C:18]([C:22]([NH2:27])=[O:23])[CH:19]=[CH:20][CH:21]=3)[N:17]=2)=[CH:9][CH:8]=1. The yield is 0.698. (2) The reactants are [N+:1]([C:4]1[CH:10]=CC=C[C:5]=1[NH2:6])([O-:3])=[O:2].C([C:15]1[CH:20]=[C:19](C)[CH:18]=[C:17](C(C)(C)C)[C:16]=1O)(C)(C)C.C(N(CC)CC)C.C(Cl)(=[O:37])C=C. The catalyst is CN(C1C=CN=CC=1)C.ClCCl. The product is [N+:1]([C:4](=[CH2:10])[C:5]([NH:6][C:15]1[CH:16]=[CH:17][CH:18]=[CH:19][CH:20]=1)=[O:37])([O-:3])=[O:2]. The yield is 0.270.